From a dataset of Full USPTO retrosynthesis dataset with 1.9M reactions from patents (1976-2016). Predict the reactants needed to synthesize the given product. (1) Given the product [CH3:1][C:2]([C:11]1[O:15][N:14]=[C:13]([NH:16][C:17](=[O:25])[NH2:29])[CH:12]=1)([CH3:10])[CH2:3][N:4]1[CH2:9][CH2:8][O:7][CH2:6][CH2:5]1, predict the reactants needed to synthesize it. The reactants are: [CH3:1][C:2]([C:11]1[O:15][N:14]=[C:13]([NH:16][C:17](=[O:25])OC2C=CC=CC=2)[CH:12]=1)([CH3:10])[CH2:3][N:4]1[CH2:9][CH2:8][O:7][CH2:6][CH2:5]1.C([N:29](CC)C(C)C)(C)C.COC1C=C2C(=CC=1OC)N=CN=C2OC1C=C(C=CC=1)N. (2) Given the product [OH:1][C:2]1[CH:3]=[C:4]([O:12][C:13]2[CH:18]=[CH:17][CH:16]=[C:15]([C:19]([F:22])([F:21])[F:20])[CH:14]=2)[CH:5]=[C:6]([C:7]([NH:24][NH2:25])=[O:8])[CH:11]=1, predict the reactants needed to synthesize it. The reactants are: [OH:1][C:2]1[CH:3]=[C:4]([O:12][C:13]2[CH:18]=[CH:17][CH:16]=[C:15]([C:19]([F:22])([F:21])[F:20])[CH:14]=2)[CH:5]=[C:6]([CH:11]=1)[C:7](OC)=[O:8].O.[NH2:24][NH2:25]. (3) The reactants are: [O:1]1[C:3]2([CH2:8][CH2:7][N:6](C(OCC3C=CC=CC=3)=O)[CH2:5][CH2:4]2)[CH2:2]1.[NH3:19]. Given the product [NH2:19][CH2:2][C:3]1([OH:1])[CH2:8][CH2:7][NH:6][CH2:5][CH2:4]1, predict the reactants needed to synthesize it. (4) Given the product [OH:39][C@@H:37]([CH3:38])[C:35]([N:2]1[CH2:7][CH2:6][CH2:5][C@@H:4]([NH:8][C:9]([C:11]2[C:15]3[N:16]=[CH:17][N:18]=[C:19]([C:20]4[CH:25]=[C:24]([F:26])[C:23]([O:27][CH3:28])=[CH:22][C:21]=4[O:29][CH2:30][CH:31]4[CH2:32][CH2:33]4)[C:14]=3[NH:13][CH:12]=2)=[O:10])[CH2:3]1)=[O:36], predict the reactants needed to synthesize it. The reactants are: Cl.[NH:2]1[CH2:7][CH2:6][CH2:5][C@@H:4]([NH:8][C:9]([C:11]2[C:15]3[N:16]=[CH:17][N:18]=[C:19]([C:20]4[CH:25]=[C:24]([F:26])[C:23]([O:27][CH3:28])=[CH:22][C:21]=4[O:29][CH2:30][CH:31]4[CH2:33][CH2:32]4)[C:14]=3[NH:13][CH:12]=2)=[O:10])[CH2:3]1.Cl[C:35]([C@@H:37]([O:39]C(=O)C)[CH3:38])=[O:36]. (5) Given the product [Br:26][CH2:13][C:14]1[CH:23]=[C:22]2[C:17]([CH:18]=[CH:19][C:20]([C:24]#[N:25])=[CH:21]2)=[CH:16][CH:15]=1, predict the reactants needed to synthesize it. The reactants are: N(C(C)(C)C#N)=NC(C)(C)C#N.[CH3:13][C:14]1[CH:23]=[C:22]2[C:17]([CH:18]=[CH:19][C:20]([C:24]#[N:25])=[CH:21]2)=[CH:16][CH:15]=1.[Br:26]N1C(=O)CCC1=O. (6) Given the product [Br:15][CH2:16][CH2:17][CH2:18][CH2:19][O:8][C:5]1[CH:6]=[CH:7][C:2]([I:1])=[CH:3][CH:4]=1, predict the reactants needed to synthesize it. The reactants are: [I:1][C:2]1[CH:7]=[CH:6][C:5]([OH:8])=[CH:4][CH:3]=1.C([O-])([O-])=O.[K+].[K+].[Br:15][CH2:16][CH2:17][CH2:18][CH2:19]Br.O. (7) Given the product [CH2:19]([O:13][C:12]([C:7]1[CH:6]=[CH:5][C:4]2[C:9](=[CH:10][CH:11]=[C:2]([NH2:1])[CH:3]=2)[CH:8]=1)=[O:14])[CH3:20], predict the reactants needed to synthesize it. The reactants are: [NH2:1][C:2]1[CH:3]=[C:4]2[C:9](=[CH:10][CH:11]=1)[CH:8]=[C:7]([C:12]([OH:14])=[O:13])[CH:6]=[CH:5]2.S(Cl)(Cl)=O.[CH2:19](O)[CH3:20]. (8) Given the product [F:32][C:33]([F:38])([F:37])[C:34]([OH:36])=[O:35].[NH2:7][CH2:8][CH2:9][N:10]1[C:15]2[CH:16]=[CH:17][C:18]([Cl:20])=[CH:19][C:14]=2[C:13]([C:25]#[C:26][CH:27]2[CH2:29][CH2:28]2)([C:21]([F:22])([F:24])[F:23])[O:12][C:11]1=[O:30], predict the reactants needed to synthesize it. The reactants are: C(OC(=O)[NH:7][CH2:8][CH2:9][N:10]1[C:15]2[CH:16]=[CH:17][C:18]([Cl:20])=[CH:19][C:14]=2[C:13]([C:25]#[C:26][CH:27]2[CH2:29][CH2:28]2)([C:21]([F:24])([F:23])[F:22])[O:12][C:11]1=[O:30])(C)(C)C.[F:32][C:33]([F:38])([F:37])[C:34]([OH:36])=[O:35]. (9) Given the product [C:36]1([C:34]2[O:33][N:32]=[C:31](/[CH:30]=[C:27]3/[CH2:26][NH:25][CH2:29][CH2:28]/3)[N:35]=2)[CH:37]=[CH:38][CH:39]=[CH:40][CH:41]=1, predict the reactants needed to synthesize it. The reactants are: S1C=CC=C1C1OC(C=C2CCNCC2)=NN=1.C(OC([N:25]1[CH2:29][CH2:28]/[C:27](=[CH:30]\[C:31]2[N:35]=[C:34]([C:36]3[CH:41]=[CH:40][CH:39]=[CH:38][CH:37]=3)[O:33][N:32]=2)/[CH2:26]1)=O)(C)(C)C.C(OC(N1CCC(=CC2OC(C3SC=CC=3)=NN=2)CC1)=O)(C)(C)C.